Dataset: Forward reaction prediction with 1.9M reactions from USPTO patents (1976-2016). Task: Predict the product of the given reaction. Given the reactants ClC1C=C(C(N2CCCC(C3C=CC(Cl)=CC=3)C2)=O)C=CN=1.Cl.[Cl:24][C:25]1[CH:30]=[CH:29][C:28]([CH:31]2[CH2:36][CH2:35][CH2:34][NH:33][CH2:32]2)=[C:27]([CH3:37])[CH:26]=1.[F:38][C:39]1[CH:40]=[C:41]([CH:45]=[CH:46][N:47]=1)[C:42](O)=[O:43], predict the reaction product. The product is: [Cl:24][C:25]1[CH:30]=[CH:29][C:28]([CH:31]2[CH2:36][CH2:35][CH2:34][N:33]([C:42]([C:41]3[CH:45]=[CH:46][N:47]=[C:39]([F:38])[CH:40]=3)=[O:43])[CH2:32]2)=[C:27]([CH3:37])[CH:26]=1.